This data is from Catalyst prediction with 721,799 reactions and 888 catalyst types from USPTO. The task is: Predict which catalyst facilitates the given reaction. (1) Reactant: [NH:1]1[CH2:6][CH2:5][CH:4](C2C=CC(NC(C3C(C4C=CC(C(F)(F)F)=CC=4)=CC=CC=3)=O)=CC=2)[CH2:3][CH2:2]1.C([O-])([O-])=O.[Na+].[Na+].Br[CH:39](C1C=CC=CC=1)[C:40]([O:42]C)=[O:41]. Product: [N:1]1([CH2:39][C:40]([OH:42])=[O:41])[CH2:2][CH2:3][CH2:4][CH2:5][CH2:6]1. The catalyst class is: 3. (2) Reactant: [CH3:1][C:2]1[CH:7]=[CH:6][CH:5]=[CH:4][C:3]=1/[CH:8]=[CH:9]/[C:10](=[O:17])[CH2:11][C:12]([O:14][CH2:15][CH3:16])=[O:13].[BH4-].[Na+]. The catalyst class is: 40. Product: [OH:17][CH:10](/[CH:9]=[CH:8]/[C:3]1[CH:4]=[CH:5][CH:6]=[CH:7][C:2]=1[CH3:1])[CH2:11][C:12]([O:14][CH2:15][CH3:16])=[O:13].